From a dataset of Full USPTO retrosynthesis dataset with 1.9M reactions from patents (1976-2016). Predict the reactants needed to synthesize the given product. (1) Given the product [CH3:26][C:24]1[CH:25]=[C:20]([CH:21]=[C:22]([CH3:27])[CH:23]=1)[O:19][C:12]1[CH:11]=[CH:10][C:9]([C:7]#[N:8])=[CH:14][C:13]=1[S:15]([N:1]1[CH2:6][CH2:5][NH:4][CH2:3][CH2:2]1)(=[O:17])=[O:16], predict the reactants needed to synthesize it. The reactants are: [NH:1]1[CH2:6][CH2:5][NH:4][CH2:3][CH2:2]1.[C:7]([C:9]1[CH:10]=[CH:11][C:12]([O:19][C:20]2[CH:25]=[C:24]([CH3:26])[CH:23]=[C:22]([CH3:27])[CH:21]=2)=[C:13]([S:15](Cl)(=[O:17])=[O:16])[CH:14]=1)#[N:8]. (2) Given the product [F:7][C:8]1[CH:13]=[CH:12][C:11]([C:15]2[CH:20]=[CH:19][CH:18]=[CH:17][CH:16]=2)=[CH:10][N:9]=1, predict the reactants needed to synthesize it. The reactants are: C([O-])([O-])=O.[Na+].[Na+].[F:7][C:8]1[C:13](I)=[CH:12][C:11]([C:15]2[CH:20]=[CH:19][CH:18]=[CH:17][CH:16]=2)=[CH:10][N:9]=1.C(N1C2C(=CC=CC=2)C=C1B(O)O)(OC(C)(C)C)=O. (3) Given the product [Cl:22][CH2:23][C:6]([N:7]([CH2:9][CH2:10][O:11][CH2:12][CH3:13])[CH3:8])=[O:5], predict the reactants needed to synthesize it. The reactants are: C([O:5][C:6](=O)[N:7]([CH2:9][CH2:10][O:11][CH2:12][CH3:13])[CH3:8])(C)(C)C.FC(F)(F)C(O)=O.[Cl:22][CH2:23]Cl. (4) Given the product [NH2:6][C@@H:7]([C:30]([F:31])([F:32])[F:33])[C@H:8]([NH:14][C:15](=[O:29])[C:16]1[CH:21]=[CH:20][C:19]([C:22]#[C:23][C:24]#[C:25][C@@H:26]([OH:28])[CH3:27])=[CH:18][CH:17]=1)[C:9]([O:11][CH2:12][CH3:13])=[O:10], predict the reactants needed to synthesize it. The reactants are: CC(C)([S@@]([NH:6][C@@H:7]([C:30]([F:33])([F:32])[F:31])[C@H:8]([NH:14][C:15](=[O:29])[C:16]1[CH:21]=[CH:20][C:19]([C:22]#[C:23][C:24]#[C:25][C@@H:26]([OH:28])[CH3:27])=[CH:18][CH:17]=1)[C:9]([O:11][CH2:12][CH3:13])=[O:10])=O)C.Cl. (5) Given the product [F:1][C:2]1[CH:3]=[CH:4][C:5]2[N:6]([CH:8]=[C:9]([C:11]([NH:13][C@H:14]3[CH2:15][CH2:16][C@@H:17]([N:20]4[C:21](=[O:22])[C:23]5[CH:28]=[C:27]([F:29])[CH:26]=[N:25][C:24]=5[N:30]([CH2:31][CH2:32][C:33]5[CH:38]=[CH:37][CH:36]=[CH:35][CH:34]=5)[C:39]4=[O:40])[CH2:18][CH2:19]3)=[O:12])[N:10]=2)[CH:7]=1, predict the reactants needed to synthesize it. The reactants are: [F:1][C:2]1[CH:3]=[CH:4][C:5]2[N:6]([CH:8]=[C:9]([C:11]([NH:13][C@H:14]3[CH2:19][CH2:18][C@@H:17]([NH:20][C:21]([C:23]4[C:24]([NH:30][CH2:31][CH2:32][C:33]5[CH:38]=[CH:37][CH:36]=[CH:35][CH:34]=5)=[N:25][CH:26]=[C:27]([F:29])[CH:28]=4)=[O:22])[CH2:16][CH2:15]3)=[O:12])[N:10]=2)[CH:7]=1.[C:39](N1C=CN=C1)(N1C=CN=C1)=[O:40].[H-].[Na+].